Task: Predict the reactants needed to synthesize the given product.. Dataset: Full USPTO retrosynthesis dataset with 1.9M reactions from patents (1976-2016) (1) Given the product [F:27][C:24]1[CH:25]=[CH:26][C:21]([N:20]2[C:18](=[O:19])[C:17]3[C:16](=[CH:31][CH:30]=[CH:29][CH:28]=3)[N:15]=[C:9]2[C:8]2[CH:11]=[C:12]([CH3:13])[C:5]([O:4][CH2:3][CH2:2][OH:1])=[C:6]([CH3:14])[CH:7]=2)=[CH:22][CH:23]=1, predict the reactants needed to synthesize it. The reactants are: [OH:1][CH2:2][CH2:3][O:4][C:5]1[C:12]([CH3:13])=[CH:11][C:8]([CH:9]=O)=[CH:7][C:6]=1[CH3:14].[NH2:15][C:16]1[CH:31]=[CH:30][CH:29]=[CH:28][C:17]=1[C:18]([NH:20][C:21]1[CH:26]=[CH:25][C:24]([F:27])=[CH:23][CH:22]=1)=[O:19].S([O-])(O)=O.[Na+].C1(C)C=CC(S(O)(=O)=O)=CC=1. (2) Given the product [CH2:1]([O:4][C:5](=[O:11])/[CH:6]=[CH:7]\[C:8]([OH:10])=[O:9])[CH:2]=[CH2:3], predict the reactants needed to synthesize it. The reactants are: [CH2:1]([OH:4])[CH:2]=[CH2:3].[C:5]1(=[O:11])[O:10][C:8](=[O:9])[CH:7]=[CH:6]1.Cl. (3) Given the product [C:1]([CH2:3][C:4]1[CH:5]=[CH:6][C:7]([CH2:8][C:9]2([CH2:22][OH:23])[CH2:10][CH2:11][N:12]([C:15]([O:17][C:18]([CH3:19])([CH3:20])[CH3:21])=[O:16])[CH2:13][CH2:14]2)=[CH:26][CH:27]=1)#[N:2], predict the reactants needed to synthesize it. The reactants are: [C:1]([CH2:3][C:4]1[CH:27]=[CH:26][C:7]([CH2:8][C:9]2([C:22](OC)=[O:23])[CH2:14][CH2:13][N:12]([C:15]([O:17][C:18]([CH3:21])([CH3:20])[CH3:19])=[O:16])[CH2:11][CH2:10]2)=[CH:6][CH:5]=1)#[N:2].[BH4-].[Li+]. (4) Given the product [OH:9][C:6]1[CH2:5][CH2:4][CH2:3][C:2](=[O:1])[C:7]=1[OH:8], predict the reactants needed to synthesize it. The reactants are: [OH:1][CH:2]1[CH:7]([OH:8])[CH:6]([OH:9])[CH2:5][C:4](=O)[CH2:3]1.C(N(C(C)C)CC)(C)C.C(OC(=O)C)(=O)C.